This data is from TCR-epitope binding with 47,182 pairs between 192 epitopes and 23,139 TCRs. The task is: Binary Classification. Given a T-cell receptor sequence (or CDR3 region) and an epitope sequence, predict whether binding occurs between them. The epitope is FSKQLQQSM. The TCR CDR3 sequence is CASSQRTGADEQYF. Result: 0 (the TCR does not bind to the epitope).